From a dataset of Peptide-MHC class I binding affinity with 185,985 pairs from IEDB/IMGT. Regression. Given a peptide amino acid sequence and an MHC pseudo amino acid sequence, predict their binding affinity value. This is MHC class I binding data. The peptide sequence is TSVSAKQLR. The MHC is HLA-A33:01 with pseudo-sequence HLA-A33:01. The binding affinity (normalized) is 0.157.